This data is from Catalyst prediction with 721,799 reactions and 888 catalyst types from USPTO. The task is: Predict which catalyst facilitates the given reaction. (1) Reactant: [NH2:1][CH2:2][CH2:3][CH2:4][CH2:5][C:6]([OH:8])=[O:7].C(=O)([O-])[O-].[Na+].[Na+].Cl[C:16]([O:18][CH2:19][CH:20]=[CH2:21])=[O:17].Cl. Product: [CH2:19]([O:18][C:16]([NH:1][CH2:2][CH2:3][CH2:4][CH2:5][C:6]([OH:8])=[O:7])=[O:17])[CH:20]=[CH2:21]. The catalyst class is: 38. (2) Reactant: [CH:1]1[C:10]2[C:5](=[CH:6][CH:7]=[CH:8][CH:9]=2)[CH:4]=[CH:3][C:2]=1B(O)O.Br[C:15]1[C:24]2[C:19](=[CH:20][CH:21]=[CH:22][CH:23]=2)[CH:18]=[N:17][CH:16]=1.[C:25]1(P(C2C=CC=CC=2)C2C=CC=CC=2)C=CC=CC=1.C(=O)([O-])[O-].[Na+].[Na+]. Product: [CH3:25][N:17]1[CH2:16][CH:15]([C:2]2[CH:3]=[CH:4][C:5]3[C:10](=[CH:9][CH:8]=[CH:7][CH:6]=3)[CH:1]=2)[C:24]2[C:19](=[CH:20][CH:21]=[CH:22][CH:23]=2)[CH2:18]1. The catalyst class is: 848. (3) Reactant: [F:1][C:2]([F:28])([F:27])[C@H:3]1[CH2:8][CH2:7][C@H:6]([C:9]([N:11]2[CH2:15][CH2:14][CH2:13][C@@H:12]2[CH2:16][O:17][C:18]2[C:19]([C:24]([NH2:26])=[O:25])=[N:20][CH:21]=[CH:22][CH:23]=2)=[O:10])[CH2:5][CH2:4]1.C1(P(C2C=CC=CC=2)C2C3OC4C(=CC=CC=4P(C4C=CC=CC=4)C4C=CC=CC=4)C(C)(C)C=3C=CC=2)C=CC=CC=1.C(=O)([O-])[O-].[Cs+].[Cs+].Br[C:78]1[CH:83]=[CH:82][CH:81]=[CH:80][N:79]=1. Product: [N:79]1[CH:80]=[CH:81][CH:82]=[CH:83][C:78]=1[NH:26][C:24](=[O:25])[C:19]1[C:18]([O:17][CH2:16][C@H:12]2[CH2:13][CH2:14][CH2:15][N:11]2[C:9]([C@H:6]2[CH2:7][CH2:8][C@H:3]([C:2]([F:1])([F:27])[F:28])[CH2:4][CH2:5]2)=[O:10])=[CH:23][CH:22]=[CH:21][N:20]=1. The catalyst class is: 488. (4) Reactant: [NH2:1][C@@H:2]1[CH2:6][CH2:5][N:4]([C@@H:7]([C:10]2[CH:15]=[CH:14][CH:13]=[CH:12][CH:11]=2)[CH2:8][OH:9])[CH:3]1[CH3:16].[CH3:17][C:18]([O:21][C:22](O[C:22]([O:21][C:18]([CH3:20])([CH3:19])[CH3:17])=[O:23])=[O:23])([CH3:20])[CH3:19].C(N(CC)CC)C. Product: [OH:9][CH2:8][C@@H:7]([N:4]1[CH2:5][CH2:6][C@@H:2]([NH:1][C:22](=[O:23])[O:21][C:18]([CH3:20])([CH3:19])[CH3:17])[CH:3]1[CH3:16])[C:10]1[CH:15]=[CH:14][CH:13]=[CH:12][CH:11]=1. The catalyst class is: 1. (5) Reactant: [CH3:1][N:2]([CH3:21])[C:3](=[O:20])[C@H:4]([CH2:13][C:14]1[CH:19]=[CH:18][CH:17]=[CH:16][CH:15]=1)[NH:5]C(OC(C)(C)C)=O.[ClH:22]. Product: [ClH:22].[NH2:5][C@@H:4]([CH2:13][C:14]1[CH:15]=[CH:16][CH:17]=[CH:18][CH:19]=1)[C:3]([N:2]([CH3:21])[CH3:1])=[O:20]. The catalyst class is: 5. (6) Reactant: [NH2:1][CH2:2][C@@H:3]([C:12]1[CH:21]=[CH:20][C:19]([O:22][CH2:23][C:24]2[CH:29]=[CH:28][CH:27]=[CH:26][CH:25]=2)=[C:18]2[C:13]=1[CH:14]=[CH:15][C:16](=[O:30])[NH:17]2)[O:4][Si:5]([C:8]([CH3:11])([CH3:10])[CH3:9])([CH3:7])[CH3:6].[OH:31][C:32]([C:43]1[CH:48]=[CH:47][C:46]([O:49][CH2:50][CH2:51][CH2:52][CH2:53][CH:54]=O)=[CH:45][CH:44]=1)([C:37]1[CH:42]=[CH:41][CH:40]=[CH:39][CH:38]=1)[C:33]([O:35][CH3:36])=[O:34].[O-]S([O-])(=O)=O.[Na+].[Na+].CC(O)=O.[C:75](O[C:75]([O:77][C:78]([CH3:81])([CH3:80])[CH3:79])=[O:76])([O:77][C:78]([CH3:81])([CH3:80])[CH3:79])=[O:76]. Product: [CH2:23]([O:22][C:19]1[CH:20]=[CH:21][C:12]([C@@H:3]([O:4][Si:5]([C:8]([CH3:11])([CH3:10])[CH3:9])([CH3:7])[CH3:6])[CH2:2][N:1]([C:75]([O:77][C:78]([CH3:79])([CH3:80])[CH3:81])=[O:76])[CH2:54][CH2:53][CH2:52][CH2:51][CH2:50][O:49][C:46]2[CH:47]=[CH:48][C:43]([C:32]([OH:31])([C:37]3[CH:42]=[CH:41][CH:40]=[CH:39][CH:38]=3)[C:33]([O:35][CH3:36])=[O:34])=[CH:44][CH:45]=2)=[C:13]2[C:18]=1[NH:17][C:16](=[O:30])[CH:15]=[CH:14]2)[C:24]1[CH:29]=[CH:28][CH:27]=[CH:26][CH:25]=1. The catalyst class is: 2. (7) Reactant: [NH2:1][C:2]1[CH:3]=[C:4]([CH:8]=[CH:9][C:10]=1[O:11][CH3:12])[C:5]([OH:7])=[O:6].[Cl:13][C:14]1[CH:24]=[C:23]([Cl:25])[CH:22]=[CH:21][C:15]=1[C:16]([N:18]=[C:19]=[O:20])=[O:17]. Product: [Cl:13][C:14]1[CH:24]=[C:23]([Cl:25])[CH:22]=[CH:21][C:15]=1[C:16]([NH:18][C:19](=[O:20])[NH:1][C:2]1[CH:3]=[C:4]([CH:8]=[CH:9][C:10]=1[O:11][CH3:12])[C:5]([OH:7])=[O:6])=[O:17]. The catalyst class is: 10.